This data is from Catalyst prediction with 721,799 reactions and 888 catalyst types from USPTO. The task is: Predict which catalyst facilitates the given reaction. (1) Reactant: [C:1]([C:3]1[CH:8]=[CH:7][C:6]([NH:9][C@@H:10]([C:14]([CH3:17])([CH3:16])[CH3:15])[C:11]([OH:13])=O)=[CH:5][CH:4]=1)#[N:2].CN1CCOCC1.CN(C(ON1N=NC2C=CC=NC1=2)=[N+](C)C)C.F[P-](F)(F)(F)(F)F.C1C=CC2N(O)N=NC=2C=1.[CH:59]1([S:62]([NH:65][C:66]([C@@:68]2([NH:73][C:74]([C@@H:76]3[CH2:80][C@@H:79]([O:81][C:82]4[C:83]5[O:100][C:99]6[CH:101]=[CH:102][CH:103]=[CH:104][C:98]=6[C:84]=5[N:85]=[C:86]([C:88]5[CH:93]=[CH:92][C:91]([O:94][CH:95]([CH3:97])[CH3:96])=[CH:90][CH:89]=5)[N:87]=4)[CH2:78][NH:77]3)=[O:75])[CH2:70][C@H:69]2[CH:71]=[CH2:72])=[O:67])(=[O:64])=[O:63])[CH2:61][CH2:60]1. Product: [C:1]([C:3]1[CH:4]=[CH:5][C:6]([NH:9][C@@H:10]([C:14]([CH3:17])([CH3:16])[CH3:15])[C:11]([N:77]2[CH2:78][C@H:79]([O:81][C:82]3[C:83]4[O:100][C:99]5[CH:101]=[CH:102][CH:103]=[CH:104][C:98]=5[C:84]=4[N:85]=[C:86]([C:88]4[CH:93]=[CH:92][C:91]([O:94][CH:95]([CH3:97])[CH3:96])=[CH:90][CH:89]=4)[N:87]=3)[CH2:80][C@H:76]2[C:74]([NH:73][C@:68]2([C:66](=[O:67])[NH:65][S:62]([CH:59]3[CH2:61][CH2:60]3)(=[O:63])=[O:64])[CH2:70][C@H:69]2[CH:71]=[CH2:72])=[O:75])=[O:13])=[CH:7][CH:8]=1)#[N:2]. The catalyst class is: 2. (2) Reactant: Cl.[CH3:2][S:3]([C:6]1[CH:11]=[C:10]([C@@H:12]([NH2:15])[CH2:13][CH3:14])[CH:9]=[CH:8][N:7]=1)(=[O:5])=[O:4].CCN(C(C)C)C(C)C.[C:25](O[C:25]([O:27][C:28]([CH3:31])([CH3:30])[CH3:29])=[O:26])([O:27][C:28]([CH3:31])([CH3:30])[CH3:29])=[O:26]. Product: [C:28]([O:27][C:25](=[O:26])[NH:15][C@H:12]([C:10]1[CH:9]=[CH:8][N:7]=[C:6]([S:3]([CH3:2])(=[O:5])=[O:4])[CH:11]=1)[CH2:13][CH3:14])([CH3:31])([CH3:30])[CH3:29]. The catalyst class is: 1.